Regression. Given two drug SMILES strings and cell line genomic features, predict the synergy score measuring deviation from expected non-interaction effect. From a dataset of NCI-60 drug combinations with 297,098 pairs across 59 cell lines. (1) Drug 1: C1C(C(OC1N2C=NC3=C(N=C(N=C32)Cl)N)CO)O. Drug 2: CS(=O)(=O)OCCCCOS(=O)(=O)C. Cell line: COLO 205. Synergy scores: CSS=40.0, Synergy_ZIP=-5.51, Synergy_Bliss=-6.70, Synergy_Loewe=-17.1, Synergy_HSA=-2.70. (2) Drug 1: CN1C(=O)N2C=NC(=C2N=N1)C(=O)N. Drug 2: CNC(=O)C1=NC=CC(=C1)OC2=CC=C(C=C2)NC(=O)NC3=CC(=C(C=C3)Cl)C(F)(F)F. Cell line: IGROV1. Synergy scores: CSS=0.284, Synergy_ZIP=0.175, Synergy_Bliss=-0.210, Synergy_Loewe=-1.45, Synergy_HSA=-1.49.